Dataset: Reaction yield outcomes from USPTO patents with 853,638 reactions. Task: Predict the reaction yield, written as a fraction of the theoretical maximum amount of product (1.0 means a 100% yield; for example, 0.34 means a 34% yield). (1) The reactants are [Cl:1][C:2]1[CH:3]=[CH:4][C:5]([OH:11])=[C:6](B(O)O)[CH:7]=1.Cl[C:13]1[CH:18]=[CH:17][N:16]=[C:15]([C:19]#[N:20])[CH:14]=1.C(=O)([O-])[O-].[Na+].[Na+].Cl. The catalyst is O1CCOCC1.O. The product is [Cl:1][C:2]1[CH:3]=[CH:4][C:5]([OH:11])=[C:6]([C:13]2[CH:18]=[CH:17][N:16]=[C:15]([C:19]#[N:20])[CH:14]=2)[CH:7]=1. The yield is 0.0860. (2) The reactants are [CH2:1]([N:3]([CH2:14][CH3:15])[C:4](=[O:13])[C:5]1[CH:10]=[CH:9][C:8]([I:11])=[C:7]([OH:12])[CH:6]=1)[CH3:2].C([O-])([O-])=O.[K+].[K+].I[CH2:23][CH2:24][CH3:25]. The catalyst is CN(C=O)C.C(#N)C.O. The product is [CH2:14]([N:3]([CH2:1][CH3:2])[C:4](=[O:13])[C:5]1[CH:10]=[CH:9][C:8]([I:11])=[C:7]([O:12][CH2:23][CH2:24][CH3:25])[CH:6]=1)[CH3:15]. The yield is 0.940. (3) The reactants are [Cl-].O[NH3+:3].[C:4](=[O:7])([O-])[OH:5].[Na+].CS(C)=O.[Cl:13][C:14]1[CH:15]=[C:16]([N:24]2[C:29](=[O:30])[C:28]([CH2:31][C:32]3[CH:37]=[CH:36][C:35]([C:38]4[C:39]([C:44]#[N:45])=[CH:40][CH:41]=[CH:42][CH:43]=4)=[CH:34][CH:33]=3)=[C:27]([CH2:46][CH2:47][CH3:48])[N:26]=[C:25]2[CH3:49])[CH:17]=[CH:18][C:19]=1[O:20][CH:21]([CH3:23])[CH3:22]. The catalyst is O.C(OCC)(=O)C. The product is [Cl:13][C:14]1[CH:15]=[C:16]([N:24]2[C:29](=[O:30])[C:28]([CH2:31][C:32]3[CH:37]=[CH:36][C:35]([C:38]4[CH:43]=[CH:42][CH:41]=[CH:40][C:39]=4[C:44]4[NH:3][C:4](=[O:7])[O:5][N:45]=4)=[CH:34][CH:33]=3)=[C:27]([CH2:46][CH2:47][CH3:48])[N:26]=[C:25]2[CH3:49])[CH:17]=[CH:18][C:19]=1[O:20][CH:21]([CH3:23])[CH3:22]. The yield is 0.570. (4) The reactants are [CH3:1][C:2]1[O:6][N:5]=[C:4]([C:7]2[CH:12]=[CH:11][CH:10]=[CH:9][CH:8]=2)[C:3]=1[CH2:13][O:14][C:15]1[CH:23]=[CH:22][C:18]([C:19]([OH:21])=O)=[CH:17][N:16]=1.[CH2:24]([S:28]([NH2:31])(=[O:30])=[O:29])[CH2:25][CH2:26][CH3:27]. The catalyst is ClCCl.CN(C)C1C=CN=CC=1. The product is [CH3:1][C:2]1[O:6][N:5]=[C:4]([C:7]2[CH:8]=[CH:9][CH:10]=[CH:11][CH:12]=2)[C:3]=1[CH2:13][O:14][C:15]1[N:16]=[CH:17][C:18]([C:19]([NH:31][S:28]([CH2:24][CH2:25][CH2:26][CH3:27])(=[O:30])=[O:29])=[O:21])=[CH:22][CH:23]=1. The yield is 0.120. (5) The reactants are S(Cl)(Cl)=O.[C:5]([O:8][CH2:9][C:10]1[CH:18]=[CH:17][C:13]([C:14]([OH:16])=O)=[CH:12][CH:11]=1)(=[O:7])[CH3:6].CCN(C(C)C)C(C)C.[C:28]([O:32][C:33](=[O:65])[N:34]([CH3:64])[C@H:35]([C:37](=[O:63])[NH:38][C@@H:39]1[C:45](=[O:46])[N:44]([CH2:47][C:48]2[C:57]3[C:52](=[CH:53][CH:54]=[CH:55][CH:56]=3)[CH:51]=[CH:50][C:49]=2[CH3:58])[C:43]2[CH:59]=[CH:60][CH:61]=[CH:62][C:42]=2[NH:41][CH2:40]1)[CH3:36])([CH3:31])([CH3:30])[CH3:29]. The catalyst is C(Cl)Cl. The product is [C:28]([O:32][C:33]([N:34]([CH3:64])[C@@H:35]([CH3:36])[C:37]([NH:38][C@H:39]1[CH2:40][N:41]([C:14]([C:13]2[CH:12]=[CH:11][C:10]([CH2:9][O:8][C:5](=[O:7])[CH3:6])=[CH:18][CH:17]=2)=[O:16])[C:42]2[CH:62]=[CH:61][CH:60]=[CH:59][C:43]=2[N:44]([CH2:47][C:48]2[C:57]3[C:52](=[CH:53][CH:54]=[CH:55][CH:56]=3)[CH:51]=[CH:50][C:49]=2[CH3:58])[C:45]1=[O:46])=[O:63])=[O:65])([CH3:31])([CH3:30])[CH3:29]. The yield is 0.360. (6) The reactants are C(=O)([O-])[O-].[Cs+].[Cs+].[CH3:7][O:8][C:9](=[O:29])[C:10]1[CH:15]=[CH:14][C:13]([C:16]2[O:17][C:18]([CH:21]=[C:22]3[S:26][C:25](=[O:27])[NH:24][C:23]3=[O:28])=[CH:19][CH:20]=2)=[CH:12][CH:11]=1.[CH:30]1([CH2:33]Br)[CH2:32][CH2:31]1. The catalyst is CN(C)C=O. The product is [CH3:7][O:8][C:9](=[O:29])[C:10]1[CH:11]=[CH:12][C:13]([C:16]2[O:17][C:18]([CH:21]=[C:22]3[S:26][C:25](=[O:27])[N:24]([CH2:33][CH:30]4[CH2:32][CH2:31]4)[C:23]3=[O:28])=[CH:19][CH:20]=2)=[CH:14][CH:15]=1. The yield is 0.730. (7) The reactants are [Cl:1][CH2:2][C:3]([N:5]1[CH2:9][CH2:8][CH2:7][CH2:6]1)=[O:4].[CH3:10][N:11]1[CH:15]=[CH:14][N:13]=[C:12]1[CH3:16].C(#N)C. The catalyst is C(OC)(C)(C)C. The product is [Cl-:1].[N:5]1([C:3](=[O:4])[CH2:2][N:13]2[CH:14]=[CH:15][N+:11]([CH3:10])=[C:12]2[CH3:16])[CH2:9][CH2:8][CH2:7][CH2:6]1. The yield is 0.410. (8) The yield is 0.650. The product is [CH3:1][C:2]1[CH:11]=[CH:10][C:5]([C:6]([O:8][CH3:9])=[O:7])=[CH:4][C:3]=1[C:25]1[NH:26][C:22]([CH3:21])=[N:23][CH:24]=1. The reactants are [CH3:1][C:2]1[CH:11]=[CH:10][C:5]([C:6]([O:8][CH3:9])=[O:7])=[CH:4][C:3]=1B1OC(C)(C)C(C)(C)O1.[CH3:21][C:22]1[NH:23][CH:24]=[C:25](Br)[N:26]=1.C(Cl)Cl.C(=O)([O-])[O-].[K+].[K+]. The catalyst is O1CCOCC1.CCOC(C)=O.C1C=CC(P(C2C=CC=CC=2)[C-]2C=CC=C2)=CC=1.C1C=CC(P(C2C=CC=CC=2)[C-]2C=CC=C2)=CC=1.Cl[Pd]Cl.[Fe+2].